From a dataset of Reaction yield outcomes from USPTO patents with 853,638 reactions. Predict the reaction yield, written as a fraction of the theoretical maximum amount of product (1.0 means a 100% yield; for example, 0.34 means a 34% yield). (1) The reactants are CC(C)([O-])C.[K+].[CH3:7][N:8]1[CH:12]=[CH:11][C:10]([NH2:13])=[N:9]1.F[C:15]1[CH:20]=[C:19]([F:21])[CH:18]=[CH:17][C:16]=1[N+:22]([O-:24])=[O:23].[NH4+].[Cl-]. The product is [F:21][C:19]1[CH:18]=[CH:17][C:16]([N+:22]([O-:24])=[O:23])=[C:15]([NH:13][C:10]2[CH:11]=[CH:12][N:8]([CH3:7])[N:9]=2)[CH:20]=1. The catalyst is C1COCC1. The yield is 0.410. (2) The reactants are [CH3:1][O:2][C:3]1[CH:12]=[C:11]2[C:6]([C:7]([O:13][CH2:14][C:15]3[N:19]4[CH:20]=[C:21]([C:24](O)=[O:25])[CH:22]=[CH:23][C:18]4=[N:17][N:16]=3)=[CH:8][CH:9]=[N:10]2)=[CH:5][CH:4]=1.[C:27]([O:31][C:32](=[O:38])[N:33]([CH2:35][CH2:36][NH2:37])[CH3:34])([CH3:30])([CH3:29])[CH3:28].F[P-](F)(F)(F)(F)F.N1(OC(N(C)C)=[N+](C)C)C2N=CC=CC=2N=N1.C(N(CC)CC)C. The catalyst is CN(C=O)C. The product is [CH3:1][O:2][C:3]1[CH:12]=[C:11]2[C:6]([C:7]([O:13][CH2:14][C:15]3[N:19]4[CH:20]=[C:21]([C:24]([NH:37][CH2:36][CH2:35][N:33]([CH3:34])[C:32](=[O:38])[O:31][C:27]([CH3:28])([CH3:29])[CH3:30])=[O:25])[CH:22]=[CH:23][C:18]4=[N:17][N:16]=3)=[CH:8][CH:9]=[N:10]2)=[CH:5][CH:4]=1. The yield is 0.930. (3) The reactants are [C:1](Cl)(=[O:6])[C:2]([CH3:5])([CH3:4])[CH3:3].[C:8]1([C:14]#[C:15][C:16]2[CH:34]=[CH:33][C:19]([C:20]([NH:22][C:23]3[CH:28]=[CH:27][CH:26]=[CH:25][C:24]=3[S:29](=[O:32])(=[O:31])[NH2:30])=[O:21])=[CH:18][CH:17]=2)[CH:13]=[CH:12][CH:11]=[CH:10][CH:9]=1. The catalyst is CN(C)C1C=CN=CC=1.O1CCCC1. The product is [C:8]1([C:14]#[C:15][C:16]2[CH:34]=[CH:33][C:19]([C:20]([NH:22][C:23]3[CH:28]=[CH:27][CH:26]=[CH:25][C:24]=3[S:29]([NH:30][C:1](=[O:6])[C:2]([CH3:5])([CH3:4])[CH3:3])(=[O:31])=[O:32])=[O:21])=[CH:18][CH:17]=2)[CH:9]=[CH:10][CH:11]=[CH:12][CH:13]=1. The yield is 0.730. (4) The reactants are Cl[C:2]1[N:3]=[C:4]([O:25][C@H:26]2[CH2:29][C@H:28]([NH:30][C:31](=[O:37])[O:32][C:33]([CH3:36])([CH3:35])[CH3:34])[CH2:27]2)[C:5]2[C:10]([C:11]3[CH:16]=[CH:15][CH:14]=[CH:13][N:12]=3)=[CH:9][N:8]([CH2:17][O:18][CH2:19][CH2:20][Si:21]([CH3:24])([CH3:23])[CH3:22])[C:6]=2[N:7]=1.[CH3:38][N:39]1[CH:43]=[C:42]([NH2:44])[CH:41]=[N:40]1.C(=O)([O-])[O-].[Cs+].[Cs+].CC1(C)C2C=CC=C(P(C3C=CC=CC=3)C3C=CC=CC=3)C=2OC2C1=CC=CC=2P(C1C=CC=CC=1)C1C=CC=CC=1. The catalyst is O1CCOCC1.CCOC(C)=O.C1C=CC(/C=C/C(/C=C/C2C=CC=CC=2)=O)=CC=1.C1C=CC(/C=C/C(/C=C/C2C=CC=CC=2)=O)=CC=1.C1C=CC(/C=C/C(/C=C/C2C=CC=CC=2)=O)=CC=1.[Pd].[Pd].CO. The product is [CH3:38][N:39]1[CH:43]=[C:42]([NH:44][C:2]2[N:3]=[C:4]([O:25][C@H:26]3[CH2:27][C@H:28]([NH:30][C:31](=[O:37])[O:32][C:33]([CH3:34])([CH3:35])[CH3:36])[CH2:29]3)[C:5]3[C:10]([C:11]4[CH:16]=[CH:15][CH:14]=[CH:13][N:12]=4)=[CH:9][N:8]([CH2:17][O:18][CH2:19][CH2:20][Si:21]([CH3:24])([CH3:22])[CH3:23])[C:6]=3[N:7]=2)[CH:41]=[N:40]1. The yield is 0.750. (5) The reactants are F[C:2]1[CH:7]=[C:6]([O:8][CH3:9])[CH:5]=[C:4]([F:10])[C:3]=1[N+:11]([O-:13])=[O:12].C(=O)([O-])[O-].[K+].[K+].[Br:20][C:21]1[NH:22][CH:23]=[C:24]([CH3:26])[N:25]=1. The catalyst is CN(C=O)C.C(OCC)(=O)C.ClCCl. The product is [Br:20][C:21]1[N:22]([C:2]2[CH:7]=[C:6]([O:8][CH3:9])[CH:5]=[C:4]([F:10])[C:3]=2[N+:11]([O-:13])=[O:12])[CH:23]=[C:24]([CH3:26])[N:25]=1. The yield is 0.310. (6) The reactants are [CH3:1][O:2][C:3]1[CH:4]=[C:5]([NH:15][C:16]([NH2:18])=[S:17])[CH:6]=[CH:7][C:8]=1[N:9]1[CH:13]=[C:12]([CH3:14])[N:11]=[CH:10]1.Cl[CH2:20][C:21](=O)[C:22]([CH3:33])([C:24]1[CH:29]=[C:28]([F:30])[C:27]([F:31])=[C:26]([F:32])[CH:25]=1)[CH3:23]. The catalyst is C(O)C. The product is [CH3:1][O:2][C:3]1[CH:4]=[C:5]([NH:15][C:16]2[S:17][CH:20]=[C:21]([C:22]([CH3:33])([C:24]3[CH:25]=[C:26]([F:32])[C:27]([F:31])=[C:28]([F:30])[CH:29]=3)[CH3:23])[N:18]=2)[CH:6]=[CH:7][C:8]=1[N:9]1[CH:13]=[C:12]([CH3:14])[N:11]=[CH:10]1. The yield is 0.690. (7) The reactants are [NH:1]1[CH2:6][CH2:5][CH2:4][C@@H:3]([C:7]([OH:9])=[O:8])[CH2:2]1.C([O-])(O)=O.[Na+].[CH3:15][CH:16]([CH3:21])[CH2:17][C:18](Cl)=[O:19]. The catalyst is O.C1COCC1. The product is [CH3:15][CH:16]([CH3:21])[CH2:17][C:18]([N:1]1[CH2:6][CH2:5][CH2:4][C@@H:3]([C:7]([OH:9])=[O:8])[CH2:2]1)=[O:19]. The yield is 0.760. (8) The reactants are [Cl:1][C:2]1[CH:11]=[C:10]2[C:5]([C:6](O)=[CH:7][CH:8]=[N:9]2)=[CH:4][C:3]=1[I:13].O=P(Cl)(Cl)[Cl:16]. No catalyst specified. The product is [Cl:16][C:6]1[C:5]2[C:10](=[CH:11][C:2]([Cl:1])=[C:3]([I:13])[CH:4]=2)[N:9]=[CH:8][CH:7]=1. The yield is 0.630.